This data is from Full USPTO retrosynthesis dataset with 1.9M reactions from patents (1976-2016). The task is: Predict the reactants needed to synthesize the given product. Given the product [F:19][C:14]1[CH:13]=[C:12]([CH:17]=[CH:16][C:15]=1[F:18])[CH2:11][N:25]1[CH2:24][CH2:23][N:22]([C:26]2[CH:27]=[C:28]([CH:32]=[CH:33][N:34]=2)[C:29]([O:31][CH3:2])=[O:30])[C:21]1=[O:20], predict the reactants needed to synthesize it. The reactants are: Br[CH2:2]C1C=CC(F)=CC=1.Br[CH2:11][C:12]1[CH:17]=[CH:16][C:15]([F:18])=[C:14]([F:19])[CH:13]=1.[O:20]=[C:21]1[NH:25][CH2:24][CH2:23][N:22]1[C:26]1[CH:27]=[C:28]([CH:32]=[CH:33][N:34]=1)[C:29]([O-:31])=[O:30].